Dataset: Reaction yield outcomes from USPTO patents with 853,638 reactions. Task: Predict the reaction yield, written as a fraction of the theoretical maximum amount of product (1.0 means a 100% yield; for example, 0.34 means a 34% yield). The reactants are Cl[C:2]1[CH:7]=[CH:6][C:5]([N+:8]([O-:10])=[O:9])=[CH:4][N:3]=1.[CH3:11][O:12][CH2:13][CH2:14][NH2:15]. The catalyst is O. The product is [CH3:11][O:12][CH2:13][CH2:14][NH:15][C:2]1[CH:7]=[CH:6][C:5]([N+:8]([O-:10])=[O:9])=[CH:4][N:3]=1. The yield is 0.870.